The task is: Predict the product of the given reaction.. This data is from Forward reaction prediction with 1.9M reactions from USPTO patents (1976-2016). (1) Given the reactants [NH2:1][C:2]1[CH:10]=[C:9]([Br:11])[CH:8]=[CH:7][C:3]=1[C:4]([OH:6])=O.N1[CH:16]=[CH:15]N=C1.C(Cl)(=O)C.Cl.[NH2:22][CH:23]1[CH2:28][CH2:27][C:26](=[O:29])[NH:25][C:24]1=[O:30].P(OC1C=CC=CC=1)(OC1C=CC=CC=1)OC1C=CC=CC=1, predict the reaction product. The product is: [Br:11][C:9]1[CH:10]=[C:2]2[C:3]([C:4](=[O:6])[N:22]([CH:23]3[CH2:28][CH2:27][C:26](=[O:29])[NH:25][C:24]3=[O:30])[C:15]([CH3:16])=[N:1]2)=[CH:7][CH:8]=1. (2) Given the reactants [F:1][C:2]1[CH:7]=[C:6]([F:8])[CH:5]=[CH:4][C:3]=1[N:9]1[CH:13]([C:14]([OH:16])=O)[CH2:12][N:11]([S:17]([CH:20]([CH3:22])[CH3:21])(=[O:19])=[O:18])[C:10]1=[O:23].[CH3:24][C:25]1[C:26]([N:32]2[CH2:37][CH2:36][NH:35][CH2:34][CH2:33]2)=[N:27][C:28]([CH3:31])=[CH:29][N:30]=1, predict the reaction product. The product is: [F:1][C:2]1[CH:7]=[C:6]([F:8])[CH:5]=[CH:4][C:3]=1[N:9]1[CH:13]([C:14]([N:35]2[CH2:36][CH2:37][N:32]([C:26]3[C:25]([CH3:24])=[N:30][CH:29]=[C:28]([CH3:31])[N:27]=3)[CH2:33][CH2:34]2)=[O:16])[CH2:12][N:11]([S:17]([CH:20]([CH3:22])[CH3:21])(=[O:19])=[O:18])[C:10]1=[O:23]. (3) Given the reactants [CH2:1]([O:3][C:4](=[O:11])[C:5](=O)[CH:6]=[C:7]([CH3:9])[CH3:8])[CH3:2].C(O)(=O)C(O)=O.[CH3:18][CH:19]([CH3:24])[CH2:20][CH2:21][NH:22][NH2:23], predict the reaction product. The product is: [CH2:1]([O:3][C:4](=[O:11])[C:5](=[N:23][NH:22][CH2:21][CH2:20][CH:19]([CH3:24])[CH3:18])[CH:6]=[C:7]([CH3:9])[CH3:8])[CH3:2]. (4) Given the reactants [CH2:1]([N:8]1[C:16]([C:17]2[CH:22]=[CH:21][C:20]([OH:23])=[CH:19][CH:18]=2)=[C:15]2[C:10]([C:11]([C:24]([F:27])([F:26])[F:25])=[CH:12][CH:13]=[CH:14]2)=[N:9]1)[C:2]1[CH:7]=[CH:6][CH:5]=[CH:4][CH:3]=1.C(=O)([O-])[O-].[Cs+].[Cs+].[CH3:34][O:35][C:36](=[O:44])[C:37]1[CH:42]=[CH:41][C:40](Br)=[CH:39][CH:38]=1, predict the reaction product. The product is: [CH3:34][O:35][C:36](=[O:44])[C:37]1[CH:42]=[CH:41][C:40]([O:23][C:20]2[CH:21]=[CH:22][C:17]([C:16]3[N:8]([CH2:1][C:2]4[CH:7]=[CH:6][CH:5]=[CH:4][CH:3]=4)[N:9]=[C:10]4[C:15]=3[CH:14]=[CH:13][CH:12]=[C:11]4[C:24]([F:27])([F:25])[F:26])=[CH:18][CH:19]=2)=[CH:39][CH:38]=1. (5) Given the reactants Br[C:2]1[CH:3]=[CH:4][C:5]2[O:11][CH2:10][CH2:9][N:8]3[CH:12]=[C:13]([C:15]4[N:19]([CH:20]([CH3:22])[CH3:21])[N:18]=[C:17]([NH2:23])[N:16]=4)[N:14]=[C:7]3[C:6]=2[CH:24]=1.[C:25]1(B(O)O)[CH:30]=[CH:29][CH:28]=[CH:27][CH:26]=1.C([O-])([O-])=O.[Cs+].[Cs+].O, predict the reaction product. The product is: [CH:20]([N:19]1[C:15]([C:13]2[N:14]=[C:7]3[C:6]4[CH:24]=[C:2]([C:25]5[CH:30]=[CH:29][CH:28]=[CH:27][CH:26]=5)[CH:3]=[CH:4][C:5]=4[O:11][CH2:10][CH2:9][N:8]3[CH:12]=2)=[N:16][C:17]([NH2:23])=[N:18]1)([CH3:22])[CH3:21]. (6) Given the reactants [C:1]([O:4][C:5]1[CH:10]=[CH:9][CH:8]=[C:7](I)[CH:6]=1)(=[O:3])[CH3:2].C(N(CC)CC)C.[CH2:19]([OH:23])[CH2:20][C:21]#[CH:22], predict the reaction product. The product is: [C:1]([O:4][C:5]1[CH:10]=[CH:9][CH:8]=[C:7]([C:22]#[C:21][CH2:20][CH2:19][OH:23])[CH:6]=1)(=[O:3])[CH3:2].